Dataset: Catalyst prediction with 721,799 reactions and 888 catalyst types from USPTO. Task: Predict which catalyst facilitates the given reaction. (1) Reactant: C([N:8]1[CH2:14][C:13]2[CH:15]=[CH:16][C:17]([S:19][CH:20]([CH3:22])[CH3:21])=[N:18][C:12]=2[O:11][CH2:10][CH2:9]1)C1C=CC=CC=1.[Cl:23]C(OC(Cl)C)=O. Product: [ClH:23].[CH:20]([S:19][C:17]1[CH:16]=[CH:15][C:13]2[CH2:14][NH:8][CH2:9][CH2:10][O:11][C:12]=2[N:18]=1)([CH3:22])[CH3:21]. The catalyst class is: 68. (2) Reactant: [NH:1]1[C:5]2[CH:6]=[CH:7][C:8]([NH2:10])=[CH:9][C:4]=2[N:3]=[CH:2]1.[F:11][C:12]1[C:19]([F:20])=[CH:18][CH:17]=[CH:16][C:13]=1[CH:14]=O.C([O:23][C:24](=O)[C:25](=[O:30])[CH2:26][C:27](=[O:29])[CH3:28])C. Product: [C:27]([C:26]1[CH:14]([C:13]2[CH:16]=[CH:17][CH:18]=[C:19]([F:20])[C:12]=2[F:11])[N:10]([C:8]2[CH:7]=[CH:6][C:5]3[NH:1][CH:2]=[N:3][C:4]=3[CH:9]=2)[C:24](=[O:23])[C:25]=1[OH:30])(=[O:29])[CH3:28]. The catalyst class is: 8. (3) Reactant: [NH2:1][C:2]1[CH:9]=[CH:8][C:7]([S:10][C:11]#[N:12])=[CH:6][C:3]=1[C:4]#[N:5].[H+].[B-:14]([F:18])([F:17])([F:16])[F:15].[N:19]([O-])=O.[Na+]. Product: [F:15][B-:14]([F:18])([F:17])[F:16].[C:4]([C:3]1[CH:6]=[C:7]([S:10][C:11]#[N:12])[CH:8]=[CH:9][C:2]=1[N+:1]#[N:19])#[N:5]. The catalyst class is: 40. (4) Reactant: Cl[C:2]1[C:11]2[C:6](=[C:7]([O:12][CH3:13])[CH:8]=[CH:9][CH:10]=2)[N:5]=[C:4]([CH3:14])[CH:3]=1.[Cl:15][C:16]1[CH:21]=[CH:20][C:19]([CH:22]([NH2:29])[C:23]2[CH:28]=[CH:27][N:26]=[CH:25][CH:24]=2)=[CH:18][CH:17]=1.CN(C)C=O. Product: [Cl:15][C:16]1[CH:21]=[CH:20][C:19]([CH:22]([NH:29][C:2]2[C:11]3[C:6](=[C:7]([O:12][CH3:13])[CH:8]=[CH:9][CH:10]=3)[N:5]=[C:4]([CH3:14])[CH:3]=2)[C:23]2[CH:28]=[CH:27][N:26]=[CH:25][CH:24]=2)=[CH:18][CH:17]=1. The catalyst class is: 10. (5) Reactant: [CH3:1][O:2][CH2:3][C:4]1[CH:9]=[CH:8][C:7]([C:10]2[C:11]([N:16]3[CH2:21][CH2:20][NH:19][CH2:18][CH2:17]3)=[N:12][CH:13]=[CH:14][N:15]=2)=[CH:6][CH:5]=1.[C:22]([O:26][C:27](=[O:33])[N:28]([CH3:32])[CH2:29][CH:30]=O)([CH3:25])([CH3:24])[CH3:23].C(O[BH-](OC(=O)C)OC(=O)C)(=O)C.[Na+]. Product: [C:22]([O:26][C:27](=[O:33])[N:28]([CH2:29][CH2:30][N:19]1[CH2:20][CH2:21][N:16]([C:11]2[C:10]([C:7]3[CH:8]=[CH:9][C:4]([CH2:3][O:2][CH3:1])=[CH:5][CH:6]=3)=[N:15][CH:14]=[CH:13][N:12]=2)[CH2:17][CH2:18]1)[CH3:32])([CH3:25])([CH3:24])[CH3:23]. The catalyst class is: 26.